This data is from Full USPTO retrosynthesis dataset with 1.9M reactions from patents (1976-2016). The task is: Predict the reactants needed to synthesize the given product. (1) Given the product [F:24][C:22]1[CH:21]=[C:20]([C:25]2[CH:26]=[CH:27][C:28]([NH:31][C:14]([C@H:11]3[CH2:10][CH2:9][C@@H:8]([N:3]4[CH2:4][CH2:5][CH2:6][CH2:7][C:2]4=[O:1])[CH2:13][CH2:12]3)=[O:16])=[N:29][CH:30]=2)[CH:19]=[C:18]([F:17])[CH:23]=1, predict the reactants needed to synthesize it. The reactants are: [O:1]=[C:2]1[CH2:7][CH2:6][CH2:5][CH2:4][N:3]1[C@@H:8]1[CH2:13][CH2:12][C@H:11]([C:14]([OH:16])=O)[CH2:10][CH2:9]1.[F:17][C:18]1[CH:19]=[C:20]([C:25]2[CH:26]=[CH:27][C:28]([NH2:31])=[N:29][CH:30]=2)[CH:21]=[C:22]([F:24])[CH:23]=1. (2) Given the product [CH3:16][S:13]([C:6]1[C:7]([CH3:12])=[N:8][C:9]2[C:4]([C:5]=1[N:17]1[CH2:22][CH2:21][O:20][CH2:19][CH2:18]1)=[CH:3][C:2]([C@@H:30]1[CH2:31][C@H:29]1[C:23]1[CH:28]=[CH:27][CH:26]=[CH:25][CH:24]=1)=[CH:11][CH:10]=2)(=[O:15])=[O:14], predict the reactants needed to synthesize it. The reactants are: Br[C:2]1[CH:3]=[C:4]2[C:9](=[CH:10][CH:11]=1)[N:8]=[C:7]([CH3:12])[C:6]([S:13]([CH3:16])(=[O:15])=[O:14])=[C:5]2[N:17]1[CH2:22][CH2:21][O:20][CH2:19][CH2:18]1.[C:23]1([C@@H:29]2[CH2:31][C@H:30]2B(O)O)[CH:28]=[CH:27][CH:26]=[CH:25][CH:24]=1.P([O-])([O-])([O-])=O.[K+].[K+].[K+]. (3) Given the product [O:35]=[C:34]1[C:33]2[CH:39]=[CH:40][CH:41]=[N:42][C:32]=2[CH2:31][CH2:30][CH2:29][N:28]1[CH:25]1[CH2:24][CH2:23][N:22]([C:20]([O:19][CH2:12][C:13]2[CH:14]=[CH:15][CH:16]=[CH:17][CH:18]=2)=[O:21])[CH2:27][CH2:26]1, predict the reactants needed to synthesize it. The reactants are: C1(C)C=CC=CC=1.C[Al](C)C.[CH2:12]([O:19][C:20]([N:22]1[CH2:27][CH2:26][CH:25]([NH:28][CH2:29][CH2:30][CH2:31][C:32]2[N:42]=[CH:41][CH:40]=[CH:39][C:33]=2[C:34](OCC)=[O:35])[CH2:24][CH2:23]1)=[O:21])[C:13]1[CH:18]=[CH:17][CH:16]=[CH:15][CH:14]=1.Cl. (4) The reactants are: [Si:1]([O:18][CH2:19][CH2:20][N:21]1[CH2:26][CH2:25][CH2:24][N:23]([C:27]2[CH:32]=[CH:31][C:30]([N+:33]([O-])=O)=[CH:29][CH:28]=2)[C:22]1=[O:36])([C:14]([CH3:17])([CH3:16])[CH3:15])([C:8]1[CH:13]=[CH:12][CH:11]=[CH:10][CH:9]=1)[C:2]1[CH:7]=[CH:6][CH:5]=[CH:4][CH:3]=1. Given the product [NH2:33][C:30]1[CH:31]=[CH:32][C:27]([N:23]2[CH2:24][CH2:25][CH2:26][N:21]([CH2:20][CH2:19][O:18][Si:1]([C:14]([CH3:16])([CH3:15])[CH3:17])([C:8]3[CH:9]=[CH:10][CH:11]=[CH:12][CH:13]=3)[C:2]3[CH:7]=[CH:6][CH:5]=[CH:4][CH:3]=3)[C:22]2=[O:36])=[CH:28][CH:29]=1, predict the reactants needed to synthesize it. (5) Given the product [CH2:22]([C:21]([C:18]1[CH:17]=[CH:16][C:15]([C:9]2[C:10]([O:13][CH3:14])=[CH:11][CH:12]=[C:7]([CH2:6][C:5]([OH:41])=[O:4])[CH:8]=2)=[CH:20][CH:19]=1)([C:24]1[CH:29]=[CH:28][C:27](/[CH:30]=[CH:31]/[C:32]([CH2:33][CH3:34])([OH:35])[CH2:36][CH3:37])=[C:26]([CH3:38])[CH:25]=1)[CH2:39][CH3:40])[CH3:23], predict the reactants needed to synthesize it. The reactants are: [OH-].[Na+].C[O:4][C:5](=[O:41])[CH2:6][C:7]1[CH:8]=[C:9]([C:15]2[CH:20]=[CH:19][C:18]([C:21]([CH2:39][CH3:40])([C:24]3[CH:29]=[CH:28][C:27](/[CH:30]=[CH:31]/[C:32]([CH2:36][CH3:37])([OH:35])[CH2:33][CH3:34])=[C:26]([CH3:38])[CH:25]=3)[CH2:22][CH3:23])=[CH:17][CH:16]=2)[C:10]([O:13][CH3:14])=[CH:11][CH:12]=1.[Cl-].[NH4+].